This data is from Forward reaction prediction with 1.9M reactions from USPTO patents (1976-2016). The task is: Predict the product of the given reaction. (1) Given the reactants [Cl:1][C:2]1[N:3]=[CH:4][C:5]2[NH:11][C:10](=[O:12])[C:9]([F:14])([F:13])[CH2:8][N:7]([CH:15]3[CH2:19][CH2:18][CH2:17][CH2:16]3)[C:6]=2[N:20]=1.[H-].[Na+].I[CH3:24], predict the reaction product. The product is: [Cl:1][C:2]1[N:3]=[CH:4][C:5]2[N:11]([CH3:24])[C:10](=[O:12])[C:9]([F:14])([F:13])[CH2:8][N:7]([CH:15]3[CH2:19][CH2:18][CH2:17][CH2:16]3)[C:6]=2[N:20]=1. (2) The product is: [C:13]([O:17][C:18]([N:20]1[CH2:25][CH2:24][N:23]([S:26]([C:29]2[CH:30]=[CH:31][C:32]([NH:35][C:1](=[O:6])[C:2]#[C:3][CH3:4])=[CH:33][CH:34]=2)(=[O:28])=[O:27])[CH2:22][CH2:21]1)=[O:19])([CH3:16])([CH3:14])[CH3:15]. Given the reactants [C:1]([OH:6])(=O)[C:2]#[C:3][CH3:4].N1C=CC=CC=1.[C:13]([O:17][C:18]([N:20]1[CH2:25][CH2:24][N:23]([S:26]([C:29]2[CH:34]=[CH:33][C:32]([NH2:35])=[CH:31][CH:30]=2)(=[O:28])=[O:27])[CH2:22][CH2:21]1)=[O:19])([CH3:16])([CH3:15])[CH3:14].C(Cl)CCl, predict the reaction product.